The task is: Predict which catalyst facilitates the given reaction.. This data is from Catalyst prediction with 721,799 reactions and 888 catalyst types from USPTO. (1) Reactant: [Br:1]Br.[CH2:3]([C:5]1[CH:10]=[CH:9][CH:8]=[C:7]([CH3:11])[C:6]=1[OH:12])[CH3:4].OS([O-])=O.[Na+]. Product: [Br:1][C:9]1[CH:8]=[C:7]([CH3:11])[C:6]([OH:12])=[C:5]([CH2:3][CH3:4])[CH:10]=1. The catalyst class is: 22. (2) Reactant: [F:1][C:2]([F:15])([F:14])[C:3]1[CH:8]=[CH:7][C:6](/[CH:9]=[CH:10]/[C:11]([OH:13])=[O:12])=[CH:5][CH:4]=1.[NH2:16][C:17]1[CH:33]=[CH:32][CH:31]=[CH:30][C:18]=1[O:19][C:20]1[CH:21]=[C:22]([CH:27]=[CH:28][CH:29]=1)[C:23]([O:25][CH3:26])=[O:24].Cl.C(N=C=NCCCN(C)C)C.ON1C2C=CC=CC=2N=N1. Product: [F:14][C:2]([F:1])([F:15])[C:3]1[CH:4]=[CH:5][C:6](/[CH:9]=[CH:10]/[C:11]([NH:16][C:17]2[CH:33]=[CH:32][CH:31]=[CH:30][C:18]=2[O:19][C:20]2[CH:21]=[C:22]([CH:27]=[CH:28][CH:29]=2)[C:23]([OH:25])=[O:24])=[O:13])=[CH:7][CH:8]=1.[F:1][C:2]([F:14])([F:15])[C:3]1[CH:4]=[CH:5][C:6](/[CH:9]=[CH:10]/[C:11]([NH:16][C:17]2[CH:33]=[CH:32][CH:31]=[CH:30][C:18]=2[O:19][C:20]2[CH:21]=[C:22]([CH:27]=[CH:28][CH:29]=2)[C:23]([O:25][CH3:26])=[O:24])=[O:12])=[CH:7][CH:8]=1. The catalyst class is: 681.